This data is from Catalyst prediction with 721,799 reactions and 888 catalyst types from USPTO. The task is: Predict which catalyst facilitates the given reaction. (1) Product: [Cl:10][C:11]1[CH:12]=[C:13]2[C:17](=[CH:18][C:19]=1[Cl:20])[CH:16]([OH:21])[N:15]([C@@H:22]1[CH2:26][CH2:25][C@H:24]([O:27][S:30]([CH3:29])(=[O:32])=[O:31])[CH2:23]1)[CH:14]2[OH:28]. Reactant: CCN(C(C)C)C(C)C.[Cl:10][C:11]1[CH:12]=[C:13]2[C:17](=[CH:18][C:19]=1[Cl:20])[CH:16]([OH:21])[N:15]([CH:22]1[CH2:26][CH2:25][CH:24]([OH:27])[CH2:23]1)[CH:14]2[OH:28].[CH3:29][S:30](Cl)(=[O:32])=[O:31]. The catalyst class is: 2. (2) Reactant: [N:1]1([C:7]2[CH:8]=[CH:9][C:10]3[O:14][C:13]([C:15](OC)=[O:16])=[CH:12][C:11]=3[CH:19]=2)[CH2:6][CH2:5][NH:4][CH2:3][CH2:2]1.[NH3:20].Cl. Product: [N:1]1([C:7]2[CH:8]=[CH:9][C:10]3[O:14][C:13]([C:15]([NH2:20])=[O:16])=[CH:12][C:11]=3[CH:19]=2)[CH2:6][CH2:5][NH:4][CH2:3][CH2:2]1. The catalyst class is: 6. (3) Reactant: [Si:1]([O:8][CH2:9][C:10]1[C:11]([C:17]([OH:19])=O)=[N:12][CH:13]=[CH:14][C:15]=1[Cl:16])([C:4]([CH3:7])([CH3:6])[CH3:5])([CH3:3])[CH3:2].[C:20]([C:24]1[CH:25]=[C:26]([NH2:31])[C:27]([NH2:30])=[CH:28][CH:29]=1)([CH3:23])([CH3:22])[CH3:21].C(N(C(C)C)CC)(C)C.C(OCC)(=O)C. Product: [NH2:31][C:26]1[CH:25]=[C:24]([C:20]([CH3:22])([CH3:21])[CH3:23])[CH:29]=[CH:28][C:27]=1[NH:30][C:17](=[O:19])[C:11]1[C:10]([CH2:9][O:8][Si:1]([C:4]([CH3:5])([CH3:6])[CH3:7])([CH3:2])[CH3:3])=[C:15]([Cl:16])[CH:14]=[CH:13][N:12]=1. The catalyst class is: 9. (4) The catalyst class is: 5. Reactant: Cl.[Cl:2][C:3]1[N:8]=[C:7]([O:9][CH:10]2[CH2:15][CH2:14][N:13](C(OC(C)(C)C)=O)[CH2:12][CH2:11]2)[CH:6]=[N:5][CH:4]=1. Product: [Cl:2][C:3]1[CH:4]=[N:5][CH:6]=[C:7]([O:9][CH:10]2[CH2:15][CH2:14][NH:13][CH2:12][CH2:11]2)[N:8]=1.